From a dataset of Catalyst prediction with 721,799 reactions and 888 catalyst types from USPTO. Predict which catalyst facilitates the given reaction. (1) Product: [Br:8][C:9]1[O:13][C:12]([CH2:14][N:5]2[CH2:6][CH2:7][N:2]([CH3:1])[CH2:3][CH2:4]2)=[CH:11][CH:10]=1. Reactant: [CH3:1][N:2]1[CH2:7][CH2:6][NH:5][CH2:4][CH2:3]1.[Br:8][C:9]1[O:13][C:12]([CH:14]=O)=[CH:11][CH:10]=1.C(O[BH-](OC(=O)C)OC(=O)C)(=O)C.[Na+].C([O-])([O-])=O.[Na+].[Na+]. The catalyst class is: 2. (2) Reactant: [S:1]1[CH:5]=[CH:4][C:3]2[CH:6]=[CH:7][CH:8]=[CH:9][C:2]1=2.[Li][C:11](C)(C)[CH3:12].ICC. Product: [CH2:11]([C:5]1[S:1][C:2]2[CH:9]=[CH:8][CH:7]=[CH:6][C:3]=2[CH:4]=1)[CH3:12]. The catalyst class is: 1. (3) Reactant: [CH3:16][C:11]1([CH3:17])[C:12]([CH3:15])([CH3:14])[O:13][B:9]([B:9]2[O:13][C:12]([CH3:15])([CH3:14])[C:11]([CH3:17])([CH3:16])[O:10]2)[O:10]1.Br[C:20]1[CH:28]=[CH:27][C:26]2[N:25]3[C:29](=[O:37])[O:30][C@@H:31]([CH2:32][NH:33][C:34](=[O:36])[CH3:35])[C@@H:24]3[CH2:23][C:22]=2[CH:21]=1.CC([O-])=O.[K+].CCOC(C)=O. Product: [O:37]=[C:29]1[N:25]2[C:26]3[CH:27]=[CH:28][C:20]([B:9]4[O:10][C:11]([CH3:16])([CH3:17])[C:12]([CH3:14])([CH3:15])[O:13]4)=[CH:21][C:22]=3[CH2:23][C@H:24]2[C@H:31]([CH2:32][NH:33][C:34](=[O:36])[CH3:35])[O:30]1. The catalyst class is: 12. (4) Reactant: Br[C:2]1([C:9]2[CH:14]=[CH:13][CH:12]=[CH:11][CH:10]=2)[CH:7]=[CH:6][CH:5]=[CH:4][CH:3]1Br.Cl[Si:16](C)([CH3:18])[CH3:17]. Product: [CH3:17][Si:16]1([CH3:18])[C:10]2[CH:11]=[CH:12][CH:13]=[CH:14][C:9]=2[C:2]2[CH:7]=[CH:6][CH:5]=[CH:4][C:3]1=2. The catalyst class is: 1. (5) Reactant: [NH2:1][C:2]1[CH:7]=[CH:6][CH:5]=[C:4]([CH3:8])[C:3]=1[OH:9].[Br:10][C:11]1[CH:16]=[CH:15][C:14]([N:17]=[C:18]=S)=[CH:13][CH:12]=1.O[Li].O.OO. Product: [Br:10][C:11]1[CH:16]=[CH:15][C:14]([NH:17][C:18]2[O:9][C:3]3[C:4]([CH3:8])=[CH:5][CH:6]=[CH:7][C:2]=3[N:1]=2)=[CH:13][CH:12]=1. The catalyst class is: 7.